This data is from Forward reaction prediction with 1.9M reactions from USPTO patents (1976-2016). The task is: Predict the product of the given reaction. (1) Given the reactants [N:1]1([C:7]2[CH:14]=[CH:13][CH:12]=[CH:11][C:8]=2[C:9]#N)[CH2:6][CH2:5][CH2:4][CH2:3][CH2:2]1.[CH2:15]([Mg]Br)[CH:16]([CH3:18])[CH3:17].Cl.[BH4-].[Na+].C1C[O:27]CC1, predict the reaction product. The product is: [CH3:15][CH:16]([CH3:18])[CH2:17][CH:9]([C:8]1[CH:11]=[CH:12][CH:13]=[CH:14][C:7]=1[N:1]1[CH2:6][CH2:5][CH2:4][CH2:3][CH2:2]1)[OH:27]. (2) Given the reactants [CH2:1]([O:8][C:9](=[O:28])[NH:10][C@@H:11]([CH3:27])[CH2:12][N:13]1[C:21]2[C:16](=[CH:17][CH:18]=[C:19]3[O:24][C:23]([CH2:25][NH2:26])=[CH:22][C:20]3=2)[CH:15]=[N:14]1)[C:2]1[CH:7]=[CH:6][CH:5]=[CH:4][CH:3]=1.C(NC(C)C)(C)C.[CH2:36]([N:38]=[C:39]=[O:40])[CH3:37].CO, predict the reaction product. The product is: [CH2:1]([O:8][C:9](=[O:28])[NH:10][C@@H:11]([CH3:27])[CH2:12][N:13]1[C:21]2[C:16](=[CH:17][CH:18]=[C:19]3[O:24][C:23]([CH2:25][NH:26][C:39]([NH:38][CH2:36][CH3:37])=[O:40])=[CH:22][C:20]3=2)[CH:15]=[N:14]1)[C:2]1[CH:7]=[CH:6][CH:5]=[CH:4][CH:3]=1. (3) The product is: [CH:1]1[C:13]2[NH:12][C:11]3[C:6](=[CH:7][CH:8]=[CH:9][CH:10]=3)[C:5]=2[CH:4]=[CH:3][C:2]=1[O:14][CH2:15][CH2:16][NH:17][CH2:18][CH:19]([C:21]1[CH:26]=[CH:25][C:24]([OH:27])=[C:23]([NH:35][CH3:36])[CH:22]=1)[OH:20]. Given the reactants [CH:1]1[C:13]2[NH:12][C:11]3[C:6](=[CH:7][CH:8]=[CH:9][CH:10]=3)[C:5]=2[CH:4]=[CH:3][C:2]=1[O:14][CH2:15][CH2:16][NH:17][CH2:18][CH:19]([C:21]1[CH:26]=[CH:25][C:24]([O:27]CC2C=CC=CC=2)=[C:23]([NH:35][CH3:36])[CH:22]=1)[OH:20].CO.C(Cl)(Cl)Cl, predict the reaction product.